Dataset: Antibody developability classification from SAbDab with 2,409 antibodies. Task: Regression/Classification. Given an antibody's heavy chain and light chain sequences, predict its developability. TAP uses regression for 5 developability metrics; SAbDab uses binary classification. (1) The antibody is ['EFQLQQSGPELVKPGASVKISCKASGYSFTDYNINWMKQSNGKSLEWIGVVIPKYGTTNYNQKFQGKATLTVDQSSSTAYIQLNSLTSEDSAVYYCTRFRVFFDVWGTGTTVTVSS', 'QIVLSQSPAILSASPGEKVTMTCRASSSVCNMHWYQQKPGSSPKPWLHGTSNLASGVPVRFSGSGSGTSFSLTISRVEAEDAATYFCQQWSNHPPTFGGGTKLEID']. Result: 0 (not developable). (2) The antibody is ['EVQLVESGGGLVKPGGSLKLSCAASGFIFSDYYMYWVRQTPEKRLEWVATISDGNSYTYYVDSVKGRFTISRDNAKNNLYLQMSSLKSEDTAIYYCARDGPTDSSGYGGFGYWGQGTLVTVSE', 'ESVLSQSPAILSASPGEKVTMTCRARSSVSYMHWYQQKSGSSPKPWIHATSNLASGVPARFSGSGSGTSYSLTISRVEAEDAATYYCQQWSSHPPTFGSGTKLEIK']. Result: 0 (not developable). (3) The antibody is ['DVQLLESGGGVVQPGGSLRLSCAASGFSFSNFAMTWVRQAPGEGLEWVSTIGSGDTYYADSVKGRFTISRDNSKNTLYLQMNSLRAEDTAVYYCAKDSTVSWSGDFFDYWGQGTLVTVSS', 'EIVLTQSPATLSVSPGERATFSCRASQNVKNDLAWYQQRPGQAPRLLIYAARIRETGIPERFSGSGSGTEFTLTITSLQSEDFAVYYCQQYYDWPPFTFGGGTKVEIK']. Result: 0 (not developable). (4) Result: 0 (not developable). The antibody is ['QVQLQQWGAGLLKPSETLSLNCAVYGESFSGYYWSWIRQPPGKGLEWIGEINHSGSTNYNPSLKSRVTISVDTSKNQFSLKLSSVTAADAAIYYCARGYADTPVFRRYYYYGMDVWAKGTTVTVSS', 'DIVMTQSPLSLPVTLGQPASISCRSSQSLVHSDGNTYLNWFQQRPGQSPRRLIYKVSDRDSGVPDRFSGSGSGTDFTLKISRVEAEDVGVYYCMQGTHWPPYTFGQGTKVEIK']. (5) The antibody is ['EVQLQESGPSLVKPSQTLSLTCSVTGDSVTSDVWSWIRKFPGNKLEYMGYISYSGSTYYHPSLKSRISITRDTSKNQYYLQLNSVTTEDTATYYCASWGGDVWGAGTTVTVSS', 'DIVLTQSPATLSVTPGDSVSLSCRASQSISNNLHWYQQKSHESPRLLIKYASQSISGIPSRFSGSGSGTDFTLSINSVETEDFGMYFCQQSNSWPYTFGGGTKLEIK']. Result: 1 (developable). (6) The antibody is ['QVQLVQSGGGVVQPGRSLRLSCAASEFTFRMYATHWVRQAPGKGLEWVALISYDGSNKYYADSVKGRFTISRDNSMNTVYLQMNTLRPEDTAVYYCARDLGGYFIRGIMDVWGQGTLVTVSS', 'ELQMTQSPSSVSASVGDRVTITCRASQGISSWLAWYQQKPGKAPKLLIYAASSLQSGVPSRFSGSGSGTDFTLTISSLQPEDFATYYCQQANSFPLTFGGGTKVEIK']. Result: 0 (not developable).